From a dataset of Full USPTO retrosynthesis dataset with 1.9M reactions from patents (1976-2016). Predict the reactants needed to synthesize the given product. (1) Given the product [NH2:1][CH2:2][C@@H:3]([C:5]1[CH:10]=[CH:9][C:8]([F:11])=[CH:7][CH:6]=1)[OH:4], predict the reactants needed to synthesize it. The reactants are: [NH2:1][CH2:2][C@H:3]([C:5]1[CH:10]=[CH:9][C:8]([F:11])=[CH:7][CH:6]=1)[OH:4]. (2) Given the product [Cl:22][C:23]1[CH:24]=[C:25]([CH:28]=[CH:29][C:30]=1[Cl:31])[CH2:26][N:1]1[C:9]2[C:4](=[CH:5][C:6]([N:10]=[CH:11][N:12]([CH2:14][CH3:15])[CH3:13])=[CH:7][CH:8]=2)[CH:3]=[CH:2]1, predict the reactants needed to synthesize it. The reactants are: [NH:1]1[C:9]2[C:4](=[CH:5][C:6]([N:10]=[CH:11][N:12]([CH2:14][CH3:15])[CH3:13])=[CH:7][CH:8]=2)[CH:3]=[CH:2]1.CC([O-])(C)C.[K+].[Cl:22][C:23]1[CH:24]=[C:25]([CH:28]=[CH:29][C:30]=1[Cl:31])[CH2:26]Cl.O. (3) Given the product [C:43]1([C:61]2[CH:66]=[CH:65][CH:64]=[CH:63][CH:62]=2)[CH:44]=[CH:45][C:46]([NH:49][C:50](=[O:60])[CH2:51][C:52]([N:53]2[CH2:54][CH2:55][N:56]([C:23](=[O:25])[C:22]3[CH:26]=[CH:27][CH:28]=[CH:29][C:21]=3[CH3:20])[CH2:57][CH2:58]2)=[O:59])=[CH:47][CH:48]=1, predict the reactants needed to synthesize it. The reactants are: C1C=CC2N(O)N=NC=2C=1.CCN(C(C)C)C(C)C.[CH3:20][C:21]1[CH:29]=[CH:28][CH:27]=[CH:26][C:22]=1[C:23]([OH:25])=O.CCN=C=NCCCN(C)C.Cl.Cl.[C:43]1([C:61]2[CH:66]=[CH:65][CH:64]=[CH:63][CH:62]=2)[CH:48]=[CH:47][C:46]([NH:49][C:50](=[O:60])[CH2:51][C:52](=[O:59])[N:53]2[CH2:58][CH2:57][NH:56][CH2:55][CH2:54]2)=[CH:45][CH:44]=1.